This data is from Reaction yield outcomes from USPTO patents with 853,638 reactions. The task is: Predict the reaction yield, written as a fraction of the theoretical maximum amount of product (1.0 means a 100% yield; for example, 0.34 means a 34% yield). (1) The catalyst is C(O)(=O)C. The product is [CH3:9][O:10][C:11](=[O:35])[C@H:12]([NH:24][C:25]([O:27][CH2:28][C:29]1[CH:30]=[CH:31][CH:32]=[CH:33][CH:34]=1)=[O:26])[CH2:13][C:14]1[C:23]([Cl:1])=[CH:22][C:17]2[NH:18][C:19](=[O:21])[O:20][C:16]=2[CH:15]=1. The yield is 0.320. The reactants are [Cl:1]N1C(=O)CCC1=O.[CH3:9][O:10][C:11](=[O:35])[C@H:12]([NH:24][C:25]([O:27][CH2:28][C:29]1[CH:34]=[CH:33][CH:32]=[CH:31][CH:30]=1)=[O:26])[CH2:13][C:14]1[CH:23]=[CH:22][C:17]2[NH:18][C:19](=[O:21])[O:20][C:16]=2[CH:15]=1. (2) The reactants are [F:1][C:2]([F:11])([F:10])[C:3]1[C:4]([OH:9])=[N:5][CH:6]=[CH:7][CH:8]=1.[N+:12]([O-])([OH:14])=[O:13].OS(O)(=O)=O. No catalyst specified. The product is [N+:12]([C:7]1[CH:8]=[C:3]([C:2]([F:1])([F:10])[F:11])[C:4]([OH:9])=[N:5][CH:6]=1)([O-:14])=[O:13]. The yield is 0.733. (3) The reactants are [OH:1][CH2:2][CH2:3][CH:4]=[CH:5][CH2:6][N:7]1[C:11](=[O:12])[O:10][N:9]=[C:8]1[CH3:13].C(N(CC)CC)C.[CH3:21][S:22](Cl)(=[O:24])=[O:23]. The catalyst is C(Cl)Cl.C(OCC)(=O)C. The product is [CH3:13][C:8]1[N:7]([CH2:6][CH:5]=[CH:4][CH2:3][CH2:2][O:1][S:22]([CH3:21])(=[O:24])=[O:23])[C:11](=[O:12])[O:10][N:9]=1. The yield is 0.580. (4) The reactants are [NH:1]=[C:2]1[N:6]([CH2:7][C:8](O)=O)[CH2:5][CH2:4][S:3]1.P(Br)(Br)([Br:13])=O. No catalyst specified. The product is [Br:13][C:8]1[N:1]=[C:2]2[N:6]([CH:7]=1)[CH2:5][CH2:4][S:3]2. The yield is 0.600. (5) The reactants are [Cl:1][C:2]1[C:3]([C:50]([F:53])([F:52])[F:51])=[CH:4][C:5]2[N:9]=[C:8]([CH2:10][CH2:11][CH:12]3[CH2:15][CH:14]([NH:16][CH2:17][C@@H:18]4[C@H:22]5[O:23][C:24]([CH3:27])([CH3:26])[O:25][C@H:21]5[C@H:20]([N:28]5[C:32]6[N:33]=[CH:34][N:35]=[C:36]([NH:37][CH2:38][C:39]7[CH:44]=[CH:43][C:42]([O:45][CH3:46])=[CH:41][C:40]=7[O:47][CH3:48])[C:31]=6[CH:30]=[CH:29]5)[CH2:19]4)[CH2:13]3)[NH:7][C:6]=2[CH:49]=1.[C:54]([BH3-])#N.[Na+].C(O)(=O)C.C=O. The catalyst is CO. The product is [Cl:1][C:2]1[C:3]([C:50]([F:51])([F:52])[F:53])=[CH:4][C:5]2[N:9]=[C:8]([CH2:10][CH2:11][CH:12]3[CH2:13][CH:14]([N:16]([CH2:17][C@@H:18]4[C@H:22]5[O:23][C:24]([CH3:26])([CH3:27])[O:25][C@H:21]5[C@H:20]([N:28]5[C:32]6[N:33]=[CH:34][N:35]=[C:36]([NH:37][CH2:38][C:39]7[CH:44]=[CH:43][C:42]([O:45][CH3:46])=[CH:41][C:40]=7[O:47][CH3:48])[C:31]=6[CH:30]=[CH:29]5)[CH2:19]4)[CH3:54])[CH2:15]3)[NH:7][C:6]=2[CH:49]=1. The yield is 0.800. (6) The reactants are Br[C:2]1[CH:3]=[CH:4][C:5]([N:30]([CH2:38][C:39]([O:41][C:42]([CH3:45])([CH3:44])[CH3:43])=[O:40])[C:31]([O:33][C:34]([CH3:37])([CH3:36])[CH3:35])=[O:32])=[N:6][C:7]=1[CH:8]([CH2:19][C:20]1[CH:25]=[CH:24][C:23]([O:26][CH:27]([F:29])[F:28])=[CH:22][CH:21]=1)[NH:9][S:10]([C:13]1[CH:14]=[N:15][CH:16]=[CH:17][CH:18]=1)(=[O:12])=[O:11].C(N(CC)CC)C. The catalyst is [Pd].C(O)C. The product is [C:34]([O:33][C:31]([N:30]([CH2:38][C:39]([O:41][C:42]([CH3:45])([CH3:44])[CH3:43])=[O:40])[C:5]1[CH:4]=[CH:3][CH:2]=[C:7]([CH:8]([CH2:19][C:20]2[CH:21]=[CH:22][C:23]([O:26][CH:27]([F:28])[F:29])=[CH:24][CH:25]=2)[NH:9][S:10]([C:13]2[CH:14]=[N:15][CH:16]=[CH:17][CH:18]=2)(=[O:12])=[O:11])[N:6]=1)=[O:32])([CH3:36])([CH3:37])[CH3:35]. The yield is 0.680. (7) The reactants are [CH3:1][S:2]([C:5]1[CH:6]=[CH:7][C:8]([O:14][C@@H:15]([CH3:20])[C:16]([F:19])([F:18])[F:17])=[C:9]([CH:13]=1)[C:10]([OH:12])=O)(=[O:4])=[O:3].[N:21]1[CH2:24][CH:23]([OH:25])[CH:22]=1. No catalyst specified. The product is [OH:25][CH:23]1[CH2:24][N:21]([C:10]([C:9]2[CH:13]=[C:5]([S:2]([CH3:1])(=[O:3])=[O:4])[CH:6]=[CH:7][C:8]=2[O:14][C@@H:15]([CH3:20])[C:16]([F:19])([F:18])[F:17])=[O:12])[CH2:22]1. The yield is 0.430.